Dataset: Reaction yield outcomes from USPTO patents with 853,638 reactions. Task: Predict the reaction yield, written as a fraction of the theoretical maximum amount of product (1.0 means a 100% yield; for example, 0.34 means a 34% yield). The reactants are [OH:1][CH2:2][CH2:3][C:4]1[CH:9]=[CH:8][CH:7]=[CH:6][C:5]=1[OH:10].Br[C:12]1[CH:17]=[CH:16][CH:15]=[CH:14][CH:13]=1.N1C=CC=CC=1CC(=O)C.C([O-])([O-])=O.[Cs+].[Cs+]. The catalyst is CS(C)=O.O. The product is [O:10]([C:5]1[CH:6]=[CH:7][CH:8]=[CH:9][C:4]=1[CH2:3][CH2:2][OH:1])[C:12]1[CH:17]=[CH:16][CH:15]=[CH:14][CH:13]=1. The yield is 0.540.